This data is from Reaction yield outcomes from USPTO patents with 853,638 reactions. The task is: Predict the reaction yield, written as a fraction of the theoretical maximum amount of product (1.0 means a 100% yield; for example, 0.34 means a 34% yield). (1) The reactants are [C:1]([O:4][CH:5]1[CH:10]([CH3:11])[CH2:9][C:8]([C:12]2[CH:17]=[CH:16][N:15]=[CH:14][C:13]=2[N+:18]([O-])=O)=[CH:7][CH:6]1[NH:21][C:22]([O:24][C:25]([CH3:28])([CH3:27])[CH3:26])=[O:23])(=[O:3])[CH3:2]. The catalyst is CO.CCOC(C)=O.[Pd]. The product is [C:1]([O:4][CH:5]1[CH:10]([CH3:11])[CH2:9][CH:8]([C:12]2[CH:17]=[CH:16][N:15]=[CH:14][C:13]=2[NH2:18])[CH2:7][CH:6]1[NH:21][C:22]([O:24][C:25]([CH3:26])([CH3:28])[CH3:27])=[O:23])(=[O:3])[CH3:2]. The yield is 0.590. (2) The reactants are C([O:3][C:4]([C:6]1[S:10][C:9]([NH:11][C:12](=[O:28])[CH2:13][C:14]2[CH:19]=[CH:18][CH:17]=[C:16]([O:20][Si](C(C)(C)C)(C)C)[CH:15]=2)=[N:8][C:7]=1[CH3:29])=[O:5])C.O.[OH-].[Li+]. The catalyst is C1COCC1.O. The product is [OH:20][C:16]1[CH:15]=[C:14]([CH2:13][C:12]([NH:11][C:9]2[S:10][C:6]([C:4]([OH:5])=[O:3])=[C:7]([CH3:29])[N:8]=2)=[O:28])[CH:19]=[CH:18][CH:17]=1. The yield is 0.904. (3) The reactants are [CH3:1][C:2]1[NH:6][C:5]2[C:7]([C:17]([O:19][CH3:20])=[O:18])=[CH:8][C:9]([N:11]3[CH2:16][CH2:15][O:14][CH2:13][CH2:12]3)=[CH:10][C:4]=2[N:3]=1.C([O-])([O-])=O.[K+].[K+].Br[CH2:28][C:29]1[CH:34]=[CH:33][CH:32]=[C:31]([CH3:35])[C:30]=1[F:36].O. The catalyst is CN(C=O)C. The product is [F:36][C:30]1[C:31]([CH3:35])=[CH:32][CH:33]=[CH:34][C:29]=1[CH2:28][N:3]1[C:4]2[CH:10]=[C:9]([N:11]3[CH2:12][CH2:13][O:14][CH2:15][CH2:16]3)[CH:8]=[C:7]([C:17]([O:19][CH3:20])=[O:18])[C:5]=2[N:6]=[C:2]1[CH3:1]. The yield is 0.480. (4) The reactants are [F:1][C:2]([F:21])([F:20])[C:3]1[CH:8]=[CH:7][C:6]([C:9]2[CH:18]=[CH:17][CH:16]=[C:15]3[C:10]=2[CH:11]=[CH:12][C:13]([OH:19])=[CH:14]3)=[CH:5][CH:4]=1.C(N(CC)CC)C.[S:29](O[S:29]([C:32]([F:35])([F:34])[F:33])(=[O:31])=[O:30])([C:32]([F:35])([F:34])[F:33])(=[O:31])=[O:30]. The catalyst is ClCCl. The product is [F:33][C:32]([F:35])([F:34])[S:29]([O:19][C:13]1[CH:12]=[CH:11][C:10]2[C:15](=[CH:16][CH:17]=[CH:18][C:9]=2[C:6]2[CH:5]=[CH:4][C:3]([C:2]([F:20])([F:21])[F:1])=[CH:8][CH:7]=2)[CH:14]=1)(=[O:31])=[O:30]. The yield is 0.590. (5) The reactants are [C:1]([C:4]1[C:9]([NH:10][C:11]([C:13]2[CH:18]=[CH:17][CH:16]=[C:15]([CH3:19])[N:14]=2)=O)=[C:8]([CH3:20])[C:7]([O:21][CH3:22])=[CH:6][CH:5]=1)(=[O:3])[CH3:2].[OH-].[K+].O. The catalyst is N1C=CC=CC=1. The product is [OH:3][C:1]1[C:4]2[C:9](=[C:8]([CH3:20])[C:7]([O:21][CH3:22])=[CH:6][CH:5]=2)[N:10]=[C:11]([C:13]2[CH:18]=[CH:17][CH:16]=[C:15]([CH3:19])[N:14]=2)[CH:2]=1. The yield is 0.950. (6) The reactants are C[O:2][C:3]([CH2:5][CH2:6][CH2:7]CC(Cl)=O)=[O:4].[CH2:12]([N:14](CC)CC)[CH3:13].[Cl:19][C:20]1[CH:21]=[C:22]([CH:27]([OH:36])[C:28]([C:30]2[CH:35]=[CH:34][CH:33]=[CH:32][CH:31]=2)=O)[CH:23]=[CH:24][C:25]=1[Cl:26].C([O-])(=O)C.[NH4+]. The catalyst is C(Cl)Cl.C(O)(=O)C. The product is [CH3:13][C:12]1[O:36][C:27]([C:22]2[CH:23]=[CH:24][C:25]([Cl:26])=[C:20]([Cl:19])[CH:21]=2)=[C:28]([C:30]2[CH:35]=[CH:34][CH:33]=[CH:32][CH:31]=2)[N:14]=1.[CH3:7][CH2:6][CH2:5][C:3]([OH:4])=[O:2]. The yield is 0.426. (7) The reactants are O1CCCC1.[CH2:6]([O:10][C:11]1[CH:12]=[C:13]([CH2:17][C:18](Cl)=[N:19][OH:20])[CH:14]=[CH:15][CH:16]=1)[CH2:7][CH2:8][CH3:9].[C:22]([C:24]1[C:25]([NH2:30])=[N:26][CH:27]=[CH:28][CH:29]=1)#[CH:23].C(N(CC)CC)C. The catalyst is O. The product is [CH2:6]([O:10][C:11]1[CH:12]=[C:13]([CH:14]=[CH:15][CH:16]=1)[CH2:17][C:18]1[CH:23]=[C:22]([C:24]2[C:25]([NH2:30])=[N:26][CH:27]=[CH:28][CH:29]=2)[O:20][N:19]=1)[CH2:7][CH2:8][CH3:9]. The yield is 0.0800.